From a dataset of Forward reaction prediction with 1.9M reactions from USPTO patents (1976-2016). Predict the product of the given reaction. (1) Given the reactants [F:1][C:2]1[C:3](F)=[C:4]2[O:9][CH2:8][C@H:7]([CH3:10])[N:6]3[CH:11]=[C:12]([C:17]([OH:19])=[O:18])[C:13](=[O:16])[C:14]([CH:15]=1)=[C:5]23.[CH3:21][N:22]1[CH2:27][CH2:26][NH:25][CH2:24][CH2:23]1, predict the reaction product. The product is: [F:1][C:2]1[C:3]([N:25]2[CH2:26][CH2:27][N:22]([CH3:21])[CH2:23][CH2:24]2)=[C:4]2[O:9][CH2:8][C@H:7]([CH3:10])[N:6]3[CH:11]=[C:12]([C:17]([OH:19])=[O:18])[C:13](=[O:16])[C:14]([CH:15]=1)=[C:5]23. (2) The product is: [Cl:1][C:2]1[C:11]2[C:6](=[CH:7][CH:8]=[C:9]([CH:12]([CH:13]3[CH2:18][CH2:17][NH:16][CH2:15][CH2:14]3)[OH:26])[CH:10]=2)[N:5]=[C:4]([O:27][CH3:28])[C:3]=1[CH2:29][C:30]1[CH:31]=[CH:32][C:33]([C:36]([F:38])([F:37])[F:39])=[CH:34][CH:35]=1. Given the reactants [Cl:1][C:2]1[C:11]2[C:6](=[CH:7][CH:8]=[C:9]([CH:12]([OH:26])[CH:13]3[CH2:18][CH2:17][N:16](C(OC(C)(C)C)=O)[CH2:15][CH2:14]3)[CH:10]=2)[N:5]=[C:4]([O:27][CH3:28])[C:3]=1[CH2:29][C:30]1[CH:35]=[CH:34][C:33]([C:36]([F:39])([F:38])[F:37])=[CH:32][CH:31]=1.C(O)(C(F)(F)F)=O.[OH-].[Na+], predict the reaction product. (3) Given the reactants Br[C:2]1[CH:7]=[C:6]([C:8]([F:11])([F:10])[F:9])[CH:5]=[CH:4][C:3]=1[F:12].[OH:13][CH:14]1[CH2:18][CH2:17][NH:16][CH2:15]1.C1(P(C2C=CC=CC=2)C2C=CC3C(=CC=CC=3)C=2C2C3C(=CC=CC=3)C=CC=2P(C2C=CC=CC=2)C2C=CC=CC=2)C=CC=CC=1.C(=O)([O-])[O-].[Cs+].[Cs+], predict the reaction product. The product is: [F:12][C:3]1[CH:4]=[CH:5][C:6]([C:8]([F:11])([F:10])[F:9])=[CH:7][C:2]=1[N:16]1[CH2:17][CH2:18][CH:14]([OH:13])[CH2:15]1. (4) The product is: [NH2:35][C:32]1[N:33]=[CH:34][C:29]([C:2]2[N:3]=[C:4]([N:15]3[CH2:20][CH2:19][O:18][CH2:17][CH2:16]3)[C:5]3[CH:10]=[C:9]([C:11]([OH:14])([CH3:13])[CH3:12])[S:8][C:6]=3[N:7]=2)=[CH:30][CH:31]=1. Given the reactants Cl[C:2]1[N:3]=[C:4]([N:15]2[CH2:20][CH2:19][O:18][CH2:17][CH2:16]2)[C:5]2[CH:10]=[C:9]([C:11]([OH:14])([CH3:13])[CH3:12])[S:8][C:6]=2[N:7]=1.CC1(C)C(C)(C)OB([C:29]2[CH:30]=[CH:31][C:32]([NH2:35])=[N:33][CH:34]=2)O1, predict the reaction product. (5) Given the reactants C([O:3][C:4](=O)[CH2:5][C:6]1[S:7][C:8]2[CH:14]=[C:13]([Br:15])[CH:12]=[CH:11][C:9]=2[N:10]=1)C.[BH4-].[Na+], predict the reaction product. The product is: [Br:15][C:13]1[CH:12]=[CH:11][C:9]2[N:10]=[C:6]([CH2:5][CH2:4][OH:3])[S:7][C:8]=2[CH:14]=1.